From a dataset of NCI-60 drug combinations with 297,098 pairs across 59 cell lines. Regression. Given two drug SMILES strings and cell line genomic features, predict the synergy score measuring deviation from expected non-interaction effect. (1) Cell line: K-562. Drug 1: C1CN1C2=NC(=NC(=N2)N3CC3)N4CC4. Synergy scores: CSS=67.4, Synergy_ZIP=-2.91, Synergy_Bliss=-2.00, Synergy_Loewe=0.0632, Synergy_HSA=2.92. Drug 2: COC1=CC(=CC(=C1O)OC)C2C3C(COC3=O)C(C4=CC5=C(C=C24)OCO5)OC6C(C(C7C(O6)COC(O7)C8=CC=CS8)O)O. (2) Drug 1: CC(C)CN1C=NC2=C1C3=CC=CC=C3N=C2N. Drug 2: CC1C(C(CC(O1)OC2CC(CC3=C2C(=C4C(=C3O)C(=O)C5=CC=CC=C5C4=O)O)(C(=O)C)O)N)O. Cell line: HCC-2998. Synergy scores: CSS=64.9, Synergy_ZIP=0.299, Synergy_Bliss=2.58, Synergy_Loewe=-15.2, Synergy_HSA=3.13. (3) Drug 1: C1CN(P(=O)(OC1)NCCCl)CCCl. Drug 2: CC1C(C(CC(O1)OC2CC(CC3=C2C(=C4C(=C3O)C(=O)C5=C(C4=O)C(=CC=C5)OC)O)(C(=O)CO)O)N)O.Cl. Cell line: OVCAR-5. Synergy scores: CSS=30.2, Synergy_ZIP=-1.24, Synergy_Bliss=-2.99, Synergy_Loewe=-4.90, Synergy_HSA=-1.51.